From a dataset of Full USPTO retrosynthesis dataset with 1.9M reactions from patents (1976-2016). Predict the reactants needed to synthesize the given product. (1) Given the product [Cl:1][C:2]1[CH:36]=[C:35]([CH:34]=[C:4]([O:5][C:6]2[C:7](=[O:33])[N:8]([CH2:16][C:17]3[C:25]4[C:20](=[N:21][CH:22]=[CH:23][CH:24]=4)[NH:19][N:18]=3)[CH:9]=[CH:10][C:11]=2[C:12]([F:14])([F:15])[F:13])[CH:3]=1)[C:37]#[N:38], predict the reactants needed to synthesize it. The reactants are: [Cl:1][C:2]1[CH:3]=[C:4]([CH:34]=[C:35]([C:37]#[N:38])[CH:36]=1)[O:5][C:6]1[C:7](=[O:33])[N:8]([CH2:16][C:17]2[C:25]3[C:20](=[N:21][CH:22]=[CH:23][CH:24]=3)[N:19](C(OC(C)(C)C)=O)[N:18]=2)[CH:9]=[CH:10][C:11]=1[C:12]([F:15])([F:14])[F:13]. (2) Given the product [OH:1][CH2:2][C@H:3]1[O:7][C:6]([CH3:9])([CH3:8])[N:5]([C:10]([O:12][C:13]([CH3:14])([CH3:15])[CH3:16])=[O:11])[C@H:4]1[CH2:17][C:18]1[CH:23]=[CH:22][N:21]([CH3:26])[C:20](=[O:24])[CH:19]=1, predict the reactants needed to synthesize it. The reactants are: [OH:1][CH2:2][C@H:3]1[O:7][C:6]([CH3:9])([CH3:8])[N:5]([C:10]([O:12][C:13]([CH3:16])([CH3:15])[CH3:14])=[O:11])[C@H:4]1[CH2:17][C:18]1[CH:23]=[CH:22][N:21]=[C:20]([O:24]C)[CH:19]=1.[CH3:26]I. (3) Given the product [Cl:1][C:2]1[CH:7]=[CH:6][C:5]([C:8]2[C:9]([C:18]3[CH:23]=[CH:22][C:21]([Cl:24])=[CH:20][C:19]=3[Cl:25])=[N:10][C:11]([CH2:15][OH:16])=[N:12][C:13]=2[CH3:14])=[CH:4][CH:3]=1, predict the reactants needed to synthesize it. The reactants are: [Cl:1][C:2]1[CH:7]=[CH:6][C:5]([C:8]2[C:9]([C:18]3[CH:23]=[CH:22][C:21]([Cl:24])=[CH:20][C:19]=3[Cl:25])=[N:10][C:11]([CH2:15][O:16]C)=[N:12][C:13]=2[CH3:14])=[CH:4][CH:3]=1.B(Br)(Br)Br. (4) Given the product [Br:1][C:2]1[N:3]=[CH:4][C:5]([NH2:21])=[C:6]([NH:8][C:9]([CH3:20])([CH3:19])[CH2:10][O:11][Si:12]([C:15]([CH3:18])([CH3:17])[CH3:16])([CH3:13])[CH3:14])[CH:7]=1, predict the reactants needed to synthesize it. The reactants are: [Br:1][C:2]1[CH:7]=[C:6]([NH:8][C:9]([CH3:20])([CH3:19])[CH2:10][O:11][Si:12]([C:15]([CH3:18])([CH3:17])[CH3:16])([CH3:14])[CH3:13])[C:5]([N+:21]([O-])=O)=[CH:4][N:3]=1.